From a dataset of Catalyst prediction with 721,799 reactions and 888 catalyst types from USPTO. Predict which catalyst facilitates the given reaction. (1) Reactant: [OH:1][CH2:2][CH2:3][O:4][C:5]1[CH:12]=[CH:11][C:8]([CH:9]=[O:10])=[CH:7][CH:6]=1.N1C=CN=C1.[C:18]([Si:22](Cl)([C:29]1[CH:34]=[CH:33][CH:32]=[CH:31][CH:30]=1)[C:23]1[CH:28]=[CH:27][CH:26]=[CH:25][CH:24]=1)([CH3:21])([CH3:20])[CH3:19].O. Product: [Si:22]([O:1][CH2:2][CH2:3][O:4][C:5]1[CH:12]=[CH:11][C:8]([CH:9]=[O:10])=[CH:7][CH:6]=1)([C:18]([CH3:21])([CH3:20])[CH3:19])([C:29]1[CH:30]=[CH:31][CH:32]=[CH:33][CH:34]=1)[C:23]1[CH:28]=[CH:27][CH:26]=[CH:25][CH:24]=1. The catalyst class is: 9. (2) Reactant: [CH3:1][C:2]1[N:6]([C:7]([C:20]2[CH:25]=[CH:24][CH:23]=[CH:22][CH:21]=2)([C:14]2[CH:19]=[CH:18][CH:17]=[CH:16][CH:15]=2)[C:8]2[CH:13]=[CH:12][CH:11]=[CH:10][CH:9]=2)[C:5](C(C2C3C(=CC=CC=3)C=CC=2)(O)C)=[N:4][CH:3]=1.[CH3:39][C:40]1[N:41]=[CH:42][N:43]([C:58]([C:71]2[CH:76]=[CH:75][CH:74]=[CH:73][CH:72]=2)([C:65]2[CH:70]=[CH:69][CH:68]=[CH:67][CH:66]=2)[C:59]2[CH:64]=[CH:63][CH:62]=[CH:61][CH:60]=2)[C:44]=1[C:45]([C:48]1[C:57]2[C:52](=[CH:53][CH:54]=[CH:55][CH:56]=2)[CH:51]=[CH:50][CH:49]=1)([OH:47])[CH3:46].CC1N=CN(C(C2C=CC=CC=2)(C2C=CC=CC=2)C2C=CC=CC=2)C=1C(C1C2C(=CC=CC=2)C=CC=1)=O.C[Mg]Br. Product: [CH3:1][C:2]1[N:6]([C:7]([C:8]2[CH:9]=[CH:10][CH:11]=[CH:12][CH:13]=2)([C:14]2[CH:15]=[CH:16][CH:17]=[CH:18][CH:19]=2)[C:20]2[CH:21]=[CH:22][CH:23]=[CH:24][CH:25]=2)[CH:5]=[N:4][C:3]=1[C:45]([C:48]1[C:57]2[C:52](=[CH:53][CH:54]=[CH:55][CH:56]=2)[CH:51]=[CH:50][CH:49]=1)([OH:47])[CH3:44].[CH3:39][C:40]1[N:41]=[CH:42][N:43]([C:58]([C:71]2[CH:76]=[CH:75][CH:74]=[CH:73][CH:72]=2)([C:65]2[CH:66]=[CH:67][CH:68]=[CH:69][CH:70]=2)[C:59]2[CH:60]=[CH:61][CH:62]=[CH:63][CH:64]=2)[C:44]=1[C:45]([C:48]1[C:57]2[C:52](=[CH:53][CH:54]=[CH:55][CH:56]=2)[CH:51]=[CH:50][CH:49]=1)([OH:47])[CH3:46]. The catalyst class is: 4. (3) The catalyst class is: 18. Reactant: [OH:1][C:2]1[CH:7]=[CH:6][C:5]([C@@H:8]([C:15]2[O:19][CH:18]=[N:17][CH:16]=2)[CH2:9][C:10]([O:12]CC)=[O:11])=[CH:4][CH:3]=1.Br[CH2:21][C:22]1[CH:23]=[C:24]2[C:29](=[CH:30][CH:31]=1)[C:28]([CH3:33])([CH3:32])[CH2:27][CH2:26][C:25]2([CH3:35])[CH3:34].C(=O)([O-])[O-].[Cs+].[Cs+].[Li+].[OH-]. Product: [O:19]1[C:15]([C@H:8]([C:5]2[CH:4]=[CH:3][C:2]([O:1][CH2:21][C:22]3[CH:31]=[CH:30][C:29]4[C:28]([CH3:33])([CH3:32])[CH2:27][CH2:26][C:25]([CH3:35])([CH3:34])[C:24]=4[CH:23]=3)=[CH:7][CH:6]=2)[CH2:9][C:10]([OH:12])=[O:11])=[CH:16][N:17]=[CH:18]1. (4) Reactant: [CH:1]([C:3]1[CH:17]=[CH:16][C:15]([C:18]([F:21])([F:20])[F:19])=[CH:14][C:4]=1[O:5][C:6]1[CH:7]=[C:8]([CH:11]=[CH:12][CH:13]=1)[C:9]#[N:10])=[O:2].[BH4-].[Na+]. Product: [OH:2][CH2:1][C:3]1[CH:17]=[CH:16][C:15]([C:18]([F:19])([F:20])[F:21])=[CH:14][C:4]=1[O:5][C:6]1[CH:7]=[C:8]([CH:11]=[CH:12][CH:13]=1)[C:9]#[N:10]. The catalyst class is: 8. (5) The catalyst class is: 6. Product: [C:13]([NH:12][C@@H:3]1[C@@H:4]([OH:5])[C@H:6]([OH:7])[C@@H:8]([CH2:10][OH:11])[O:9][CH:2]1[OH:1])(=[O:14])[CH3:15].[OH:1][CH:2]1[O:9][C@H:8]([CH2:10][OH:11])[C@@H:6]([OH:7])[C@H:4]([OH:5])[C@H:3]1[NH2:12]. Reactant: [OH:1][CH:2]1[O:9][C@H:8]([CH2:10][OH:11])[C@@H:6]([OH:7])[C@H:4]([OH:5])[C@H:3]1[NH:12][C:13]([CH3:15])=[O:14].